Predict the reactants needed to synthesize the given product. From a dataset of Full USPTO retrosynthesis dataset with 1.9M reactions from patents (1976-2016). (1) Given the product [Cl:35][C:32]1[CH:31]=[CH:30][C:29]([C:20]2[CH:19]=[C:18]3[C:23](=[CH:22][CH:21]=2)[C:24](=[O:25])[N:15]([CH2:14][CH2:13][C:10]2[CH:11]=[CH:12][C:7]([CH2:6][N:1]4[CH2:5][CH2:4][CH2:3][CH2:2]4)=[CH:8][CH:9]=2)[CH2:17]3)=[CH:34][CH:33]=1, predict the reactants needed to synthesize it. The reactants are: [N:1]1([CH2:6][C:7]2[CH:12]=[CH:11][C:10]([CH2:13][CH2:14][NH2:15])=[CH:9][CH:8]=2)[CH2:5][CH2:4][CH2:3][CH2:2]1.Br[CH2:17][C:18]1[CH:19]=[C:20]([C:29]2[CH:34]=[CH:33][C:32]([Cl:35])=[CH:31][CH:30]=2)[CH:21]=[CH:22][C:23]=1[C:24](OCC)=[O:25].C(=O)([O-])[O-].[K+].[K+]. (2) Given the product [ClH:32].[CH3:31][N:2]([CH3:1])[C:3]1([C:24]2[CH:29]=[CH:28][CH:27]=[C:26]([F:30])[CH:25]=2)[CH2:8][CH2:7][C:6](=[CH:9][C:10]([NH:12][CH2:13][CH2:14][C:15]2[C:23]3[C:18](=[CH:19][CH:20]=[CH:21][CH:22]=3)[NH:17][CH:16]=2)=[O:11])[CH2:5][CH2:4]1, predict the reactants needed to synthesize it. The reactants are: [CH3:1][N:2]([CH3:31])[C:3]1([C:24]2[CH:29]=[CH:28][CH:27]=[C:26]([F:30])[CH:25]=2)[CH2:8][CH2:7][C:6](=[CH:9][C:10]([NH:12][CH2:13][CH2:14][C:15]2[C:23]3[C:18](=[CH:19][CH:20]=[CH:21][CH:22]=3)[NH:17][CH:16]=2)=[O:11])[CH2:5][CH2:4]1.[Cl:32][Si](C)(C)C. (3) Given the product [CH2:1]([O:8][C:9]([N:11]1[CH2:15][CH2:14][CH2:13][C@H:12]1[C:16](=[O:33])[NH:17][C:18]1[CH:19]=[C:20]([C:35]2[CH:40]=[CH:39][CH:38]=[C:37]([CH2:41][C:42](=[O:43])[NH:44][CH:45]3[CH2:47][CH2:46]3)[CH:36]=2)[CH:21]=[CH:22][CH:23]=1)=[O:10])[C:2]1[CH:7]=[CH:6][CH:5]=[CH:4][CH:3]=1, predict the reactants needed to synthesize it. The reactants are: [CH2:1]([O:8][C:9]([N:11]1[CH2:15][CH2:14][CH2:13][C@H:12]1[C:16](=[O:33])[NH:17][C:18]1[CH:23]=[CH:22][CH:21]=[C:20](B2OC(C)(C)C(C)(C)O2)[CH:19]=1)=[O:10])[C:2]1[CH:7]=[CH:6][CH:5]=[CH:4][CH:3]=1.Br[C:35]1[CH:36]=[C:37]([CH2:41][C:42]([NH:44][CH:45]2[CH2:47][CH2:46]2)=[O:43])[CH:38]=[CH:39][CH:40]=1.CN(C=O)C. (4) Given the product [F:1][C:2]1[CH:3]=[C:4]([CH:16]=[CH:17][CH:18]=1)[O:5][C:6]1[CH:13]=[CH:12][C:11]([CH2:14][O:15][C:20]2[CH:30]=[C:24]3[N:25]([CH3:29])[CH2:26][CH2:27][CH2:28][N:23]3[C:22](=[O:31])[N:21]=2)=[CH:10][C:7]=1[C:8]#[N:9], predict the reactants needed to synthesize it. The reactants are: [F:1][C:2]1[CH:3]=[C:4]([CH:16]=[CH:17][CH:18]=1)[O:5][C:6]1[CH:13]=[CH:12][C:11]([CH2:14][OH:15])=[CH:10][C:7]=1[C:8]#[N:9].Cl[C:20]1[CH:30]=[C:24]2[N:25]([CH3:29])[CH2:26][CH2:27][CH2:28][N:23]2[C:22](=[O:31])[N:21]=1.